Dataset: Forward reaction prediction with 1.9M reactions from USPTO patents (1976-2016). Task: Predict the product of the given reaction. (1) Given the reactants [F:1][C:2]1[CH:3]=[C:4]([N:9]2[C:13]([CH3:15])([CH3:14])[C:12](=[O:16])[N:11]([C:17]3[CH:24]=[CH:23][C:20]([C:21]#[N:22])=[C:19]([C:25]([F:28])([F:27])[F:26])[CH:18]=3)[C:10]2=[S:29])[CH:5]=[CH:6][C:7]=1[OH:8].[CH3:30][C:31]1([CH3:48])[O:36][CH2:35][CH:34](C2C=C(C)C=CC=2S([O-])(=O)=O)[CH2:33][O:32]1.C(=O)([O-])[O-].[K+].[K+].O, predict the reaction product. The product is: [CH3:30][C:31]1([CH3:48])[O:36][CH2:35][CH:34]([O:8][C:7]2[CH:6]=[CH:5][C:4]([N:9]3[C:13]([CH3:14])([CH3:15])[C:12](=[O:16])[N:11]([C:17]4[CH:24]=[CH:23][C:20]([C:21]#[N:22])=[C:19]([C:25]([F:26])([F:27])[F:28])[CH:18]=4)[C:10]3=[S:29])=[CH:3][C:2]=2[F:1])[CH2:33][O:32]1. (2) Given the reactants [NH:1]([C:28]([O:30][C:31]([CH3:34])([CH3:33])[CH3:32])=[O:29])[C@H:2]([C:25]([OH:27])=[O:26])[CH2:3][CH2:4][CH2:5][CH2:6][NH:7]C(OCC1C2C(=CC=CC=2)C2C1=CC=CC=2)=O.[CH2:35]([N-:47][CH2:48][CH2:49][CH2:50][CH2:51][CH2:52][CH2:53][CH2:54][CH2:55][CH2:56][CH2:57][CH2:58][CH2:59][CH2:60][CH3:61])[CH2:36][CH2:37][CH2:38][CH2:39][CH2:40][CH2:41][CH2:42][CH2:43][CH2:44][CH2:45][CH3:46].C(NCC)C, predict the reaction product. The product is: [NH:1]([C:28]([O:30][C:31]([CH3:34])([CH3:33])[CH3:32])=[O:29])[C@H:2]([C:25]([OH:27])=[O:26])[CH2:3][CH2:4][CH2:5][CH2:6][NH2:7].[CH2:35]([N-:47][CH2:48][CH2:49][CH2:50][CH2:51][CH2:52][CH2:53][CH2:54][CH2:55][CH2:56][CH2:57][CH2:58][CH2:59][CH2:60][CH3:61])[CH2:36][CH2:37][CH2:38][CH2:39][CH2:40][CH2:41][CH2:42][CH2:43][CH2:44][CH2:45][CH3:46]. (3) Given the reactants [F:1][C:2]([F:10])([F:9])[CH2:3][CH2:4][CH2:5][C:6]([OH:8])=[O:7].ClC(Cl)(Cl)C(=N)O[C:15]([CH3:18])([CH3:17])[CH3:16].B(F)(F)F.CCOCC.C([O-])(O)=O.[Na+], predict the reaction product. The product is: [F:1][C:2]([F:10])([F:9])[CH2:3][CH2:4][CH2:5][C:6]([O:8][C:15]([CH3:18])([CH3:17])[CH3:16])=[O:7]. (4) Given the reactants [Cl:1][C:2]1[N:3]=[C:4](Cl)[C:5]2[S:10][CH:9]=[C:8]([CH3:11])[C:6]=2[N:7]=1.[CH2:13]([NH2:18])[CH2:14][CH2:15][CH2:16][CH3:17], predict the reaction product. The product is: [Cl:1][C:2]1[N:3]=[C:4]([NH:18][CH2:13][CH2:14][CH2:15][CH2:16][CH3:17])[C:5]2[S:10][CH:9]=[C:8]([CH3:11])[C:6]=2[N:7]=1. (5) Given the reactants [F:1][C:2]1[C:3]([CH2:12][CH2:13][OH:14])=[CH:4][C:5]([O:10][CH3:11])=[C:6]([CH:9]=1)[C:7]#[N:8].CC(OI1(OC(C)=O)(OC(C)=O)OC(=O)C2C=CC=CC1=2)=O, predict the reaction product. The product is: [F:1][C:2]1[C:3]([CH2:12][CH:13]=[O:14])=[CH:4][C:5]([O:10][CH3:11])=[C:6]([CH:9]=1)[C:7]#[N:8]. (6) Given the reactants [C:1]([O:5][C:6]([N:8]1[CH2:12][CH:11]=[C:10](B2OC(C)(C)C(C)(C)O2)[CH2:9]1)=[O:7])([CH3:4])([CH3:3])[CH3:2].Br[C:23]1[CH:28]=[CH:27][C:26]([O:29][CH:30]2[CH2:35][CH2:34][CH:33]([C:36]([CH3:39])([CH3:38])[CH3:37])[CH2:32][CH2:31]2)=[CH:25][CH:24]=1.COCCOC.C(O)C.C([O-])(O)=O.[Na+], predict the reaction product. The product is: [C:36]([C@H:33]1[CH2:32][CH2:31][C@H:30]([O:29][C:26]2[CH:27]=[CH:28][C:23]([C:10]3[CH2:9][N:8]([C:6]([O:5][C:1]([CH3:2])([CH3:3])[CH3:4])=[O:7])[CH2:12][CH:11]=3)=[CH:24][CH:25]=2)[CH2:35][CH2:34]1)([CH3:39])([CH3:37])[CH3:38]. (7) The product is: [O:20]=[C:14]1[C:5]2[N:6]([CH2:8][C:9]([O:11][CH2:12][CH3:13])=[O:10])[N:7]=[C:3]([C:2]([F:18])([F:1])[F:19])[C:4]=2[CH:16]2[CH2:17][CH:15]12. Given the reactants [F:1][C:2]([F:19])([F:18])[C:3]1[C:4]2[CH:16]3[CH2:17][CH:15]3[CH2:14][C:5]=2[N:6]([CH2:8][C:9]([O:11][CH2:12][CH3:13])=[O:10])[N:7]=1.[O:20]=[Si]=O.C1C=C[NH+]=CC=1.C1C=C[NH+]=CC=1.[O-][Cr](O[Cr]([O-])(=O)=O)(=O)=O.C(OO)(C)(C)C, predict the reaction product. (8) Given the reactants [C:1]([C:3]1[CH:8]=[CH:7][C:6]([F:9])=[CH:5][N:4]=1)#[N:2].C(O)C.N, predict the reaction product. The product is: [NH2:2][CH2:1][C:3]1[CH:8]=[CH:7][C:6]([F:9])=[CH:5][N:4]=1. (9) Given the reactants [F:1][C:2]1[CH:7]=[C:6]([I:8])[CH:5]=[CH:4][C:3]=1[NH:9][C:10]1[CH:18]=[N:17][CH:16]=[CH:15][C:11]=1[C:12]([OH:14])=O.[OH:19][C@H:20]([CH3:23])[CH2:21][NH2:22], predict the reaction product. The product is: [F:1][C:2]1[CH:7]=[C:6]([I:8])[CH:5]=[CH:4][C:3]=1[NH:9][C:10]1[CH:18]=[N:17][CH:16]=[CH:15][C:11]=1[C:12]([NH:22][CH2:21][C@H:20]([OH:19])[CH3:23])=[O:14].